This data is from Reaction yield outcomes from USPTO patents with 853,638 reactions. The task is: Predict the reaction yield, written as a fraction of the theoretical maximum amount of product (1.0 means a 100% yield; for example, 0.34 means a 34% yield). (1) The yield is 0.780. The catalyst is C(O)(=O)C. The reactants are [Cl:1][C:2]1[CH:7]=[CH:6][CH:5]=[C:4]([Cl:8])[C:3]=1[C:9]1[N:10]([C:18]2[CH:23]=[CH:22][C:21]([C:24]3[CH:29]=[CH:28][CH:27]=[C:26]([S:30]([CH3:33])(=[O:32])=[O:31])[CH:25]=3)=[CH:20][CH:19]=2)[CH:11]=[C:12]([C:14](O)([CH3:16])[CH3:15])[N:13]=1.C1(C)C=CC=CC=1. The product is [Cl:8][C:4]1[CH:5]=[CH:6][CH:7]=[C:2]([Cl:1])[C:3]=1[C:9]1[N:10]([C:18]2[CH:23]=[CH:22][C:21]([C:24]3[CH:29]=[CH:28][CH:27]=[C:26]([S:30]([CH3:33])(=[O:32])=[O:31])[CH:25]=3)=[CH:20][CH:19]=2)[CH:11]=[C:12]([C:14]([CH3:16])=[CH2:15])[N:13]=1. (2) The reactants are Cl[C:2]1[N:7]=[C:6]([NH:8][C:9]([C:11]2([C:14]3[CH:24]=[CH:23][C:17]4[O:18][C:19]([F:22])([F:21])[O:20][C:16]=4[CH:15]=3)[CH2:13][CH2:12]2)=[O:10])[CH:5]=[CH:4][C:3]=1[CH3:25].[OH:26][C:27]1[CH:28]=[C:29]([CH:34]=[C:35](B2OC(C)(C)C(C)(C)O2)[CH:36]=1)[C:30]([O:32][CH3:33])=[O:31].C(=O)([O-])[O-].[Na+].[Na+]. The catalyst is COCCOC.C1C=CC([P]([Pd]([P](C2C=CC=CC=2)(C2C=CC=CC=2)C2C=CC=CC=2)([P](C2C=CC=CC=2)(C2C=CC=CC=2)C2C=CC=CC=2)[P](C2C=CC=CC=2)(C2C=CC=CC=2)C2C=CC=CC=2)(C2C=CC=CC=2)C2C=CC=CC=2)=CC=1. The product is [F:21][C:19]1([F:22])[O:18][C:17]2[CH:23]=[CH:24][C:14]([C:11]3([C:9]([NH:8][C:6]4[N:7]=[C:2]([C:35]5[CH:34]=[C:29]([CH:28]=[C:27]([OH:26])[CH:36]=5)[C:30]([O:32][CH3:33])=[O:31])[C:3]([CH3:25])=[CH:4][CH:5]=4)=[O:10])[CH2:13][CH2:12]3)=[CH:15][C:16]=2[O:20]1. The yield is 0.990. (3) The reactants are [F:1][C:2]1[CH:18]=[CH:17][C:5]([C:6]([NH:8][CH2:9][C:10]2[CH:15]=[CH:14][C:13]([F:16])=[CH:12][CH:11]=2)=O)=[CH:4][CH:3]=1.B(F)(F)F.CCOCC.S(C)C.[OH-].[Na+].[ClH:33]. The catalyst is C1COCC1.CCOCC. The product is [ClH:33].[F:1][C:2]1[CH:3]=[CH:4][C:5]([CH2:6][NH:8][CH2:9][C:10]2[CH:15]=[CH:14][C:13]([F:16])=[CH:12][CH:11]=2)=[CH:17][CH:18]=1. The yield is 0.930. (4) The product is [Cl:1][C:2]1[C:3]([C:9]2[C:13]([Cl:23])=[C:12]([C:14]([F:17])([F:16])[F:15])[N:11]([CH3:18])[N:10]=2)=[N:4][CH:5]=[C:6]([Cl:8])[CH:7]=1. The reactants are [Cl:1][C:2]1[C:3]([C:9]2[CH:13]=[C:12]([C:14]([F:17])([F:16])[F:15])[N:11]([CH3:18])[N:10]=2)=[N:4][CH:5]=[C:6]([Cl:8])[CH:7]=1.C(O)(=O)C.[Cl:23]Cl. The yield is 0.900. The catalyst is CCCCCC.C(OCC)(=O)C.